From a dataset of Forward reaction prediction with 1.9M reactions from USPTO patents (1976-2016). Predict the product of the given reaction. Given the reactants C([Si](C)(C)[O:6][C:7]1[CH:12]=[CH:11][C:10]([CH2:13][CH:14]([O:18][CH3:19])[C:15]([OH:17])=[O:16])=[CH:9][C:8]=1[O:20][CH3:21])(C)(C)C.S(=O)(=O)(O)O.[CH2:29](O)[CH3:30], predict the reaction product. The product is: [CH2:29]([O:17][C:15](=[O:16])[CH:14]([O:18][CH3:19])[CH2:13][C:10]1[CH:11]=[CH:12][C:7]([OH:6])=[C:8]([O:20][CH3:21])[CH:9]=1)[CH3:30].